From a dataset of Reaction yield outcomes from USPTO patents with 853,638 reactions. Predict the reaction yield, written as a fraction of the theoretical maximum amount of product (1.0 means a 100% yield; for example, 0.34 means a 34% yield). (1) The reactants are [CH3:1][O:2][C:3]1[C:11]([O:12][CH3:13])=[CH:10][C:6]2[NH:7][CH:8]=[N:9][C:5]=2[CH:4]=1.[H-].[Na+].[CH3:16][O:17][C:18]([C:20]1[S:24][C:23](Br)=[N:22][C:21]=1[Br:26])=[O:19].O. The catalyst is CN1CCCC1=O. The product is [CH3:16][O:17][C:18]([C:20]1[S:24][C:23]([N:9]2[C:5]3[CH:4]=[C:3]([O:2][CH3:1])[C:11]([O:12][CH3:13])=[CH:10][C:6]=3[N:7]=[CH:8]2)=[N:22][C:21]=1[Br:26])=[O:19]. The yield is 0.730. (2) The reactants are C(OC([N:8]1[CH2:13][CH2:12][CH:11]([NH:14][C:15]2[CH:16]=[N:17][C:18]([O:24][C:25]3[CH:30]=[CH:29][C:28]([O:31][C:32]4[CH:37]=[CH:36][CH:35]=[CH:34][CH:33]=4)=[CH:27][CH:26]=3)=[C:19]([C:21](=[O:23])[NH2:22])[CH:20]=2)[CH2:10][CH2:9]1)=O)(C)(C)C.Cl. The catalyst is C(Cl)Cl.O1CCOCC1. The product is [O:31]([C:28]1[CH:29]=[CH:30][C:25]([O:24][C:18]2[N:17]=[CH:16][C:15]([NH:14][CH:11]3[CH2:10][CH2:9][NH:8][CH2:13][CH2:12]3)=[CH:20][C:19]=2[C:21]([NH2:22])=[O:23])=[CH:26][CH:27]=1)[C:32]1[CH:33]=[CH:34][CH:35]=[CH:36][CH:37]=1. The yield is 0.695. (3) The reactants are Cl.[CH2:2]1[C:10]2[C:5](=[CH:6][CH:7]=[CH:8][CH:9]=2)[CH2:4][CH:3]1[C@H:11]1[NH:16][C:15](=[O:17])[C@@H:14]([C@@H:18]([CH3:21])[CH2:19][CH3:20])[N:13]([CH:22]([C:26]2[C:27]([CH3:33])=[N:28][C:29]([CH3:32])=[CH:30][CH:31]=2)[C:23](O)=[O:24])[C:12]1=[O:34].[NH:35]1[CH2:40][CH2:39][O:38][CH2:37][CH2:36]1. The catalyst is ClCCl. The product is [CH2:2]1[C:10]2[C:5](=[CH:6][CH:7]=[CH:8][CH:9]=2)[CH2:4][CH:3]1[C@H:11]1[NH:16][C:15](=[O:17])[C@@H:14]([C@@H:18]([CH3:21])[CH2:19][CH3:20])[N:13]([C@H:22]([C:26]2[C:27]([CH3:33])=[N:28][C:29]([CH3:32])=[CH:30][CH:31]=2)[C:23]([N:35]2[CH2:40][CH2:39][O:38][CH2:37][CH2:36]2)=[O:24])[C:12]1=[O:34]. The yield is 0.450. (4) The reactants are [C:1]([C@H:4]1[CH2:9][CH2:8][C@@H:7]([CH3:10])[CH2:6][C@@H:5]1[OH:11])(C)=[CH2:2].[O:12]=[O+][O-].O=O. The catalyst is C(Cl)Cl.CO. The product is [OH:11][C@H:5]1[CH2:6][C@H:7]([CH3:10])[CH2:8][CH2:9][C@H:4]1[C:1](=[O:12])[CH3:2]. The yield is 0.670. (5) The reactants are [NH2:1][C:2]1[CH:17]=[CH:16][C:5]([C:6]([NH:8][CH2:9][CH2:10][N:11]([CH2:14][CH3:15])[CH2:12][CH3:13])=[O:7])=[C:4]([O:18][CH3:19])[CH:3]=1.[C:20](O[C:20](=[O:23])[CH2:21][CH3:22])(=[O:23])[CH2:21][CH3:22]. The catalyst is CN(C)C=O. The product is [C:20]([NH:1][C:2]1[CH:17]=[CH:16][C:5]([C:6]([NH:8][CH2:9][CH2:10][N:11]([CH2:12][CH3:13])[CH2:14][CH3:15])=[O:7])=[C:4]([O:18][CH3:19])[CH:3]=1)(=[O:23])[CH2:21][CH3:22]. The yield is 0.557. (6) The reactants are [Cl:1][C:2]1[CH:10]=[CH:9][C:8]([NH:11][C:12](=[O:21])[C:13]2[CH:18]=[CH:17][C:16]([C:19]#[N:20])=[CH:15][CH:14]=2)=[CH:7][C:3]=1[C:4]([OH:6])=O.ClC1N=C(OC)N=C(OC)N=1.CN1CCOCC1.[C:40]([O:44][C:45]([N:47]1[CH2:52][CH2:51][CH:50]([S:53]([C:56]2[CH:61]=[CH:60][C:59]([NH:62][C:63]3[N:68]=[CH:67][C:66]([NH2:69])=[CH:65][N:64]=3)=[CH:58][CH:57]=2)(=[O:55])=[O:54])[CH2:49][CH2:48]1)=[O:46])([CH3:43])([CH3:42])[CH3:41]. The catalyst is C(Cl)Cl. The product is [C:40]([O:44][C:45]([N:47]1[CH2:48][CH2:49][CH:50]([S:53]([C:56]2[CH:57]=[CH:58][C:59]([NH:62][C:63]3[N:68]=[CH:67][C:66]([NH:69][C:4](=[O:6])[C:3]4[CH:7]=[C:8]([NH:11][C:12](=[O:21])[C:13]5[CH:18]=[CH:17][C:16]([C:19]#[N:20])=[CH:15][CH:14]=5)[CH:9]=[CH:10][C:2]=4[Cl:1])=[CH:65][N:64]=3)=[CH:60][CH:61]=2)(=[O:54])=[O:55])[CH2:51][CH2:52]1)=[O:46])([CH3:43])([CH3:41])[CH3:42]. The yield is 0.360. (7) The reactants are [F:1][CH:2]([F:11])[O:3][C:4]1[CH:10]=[CH:9][C:7]([NH2:8])=[CH:6][CH:5]=1.[CH3:12][O:13][C:14]1[C:19]([C:20]([O:22][CH2:23][CH3:24])=[O:21])=[CH:18][N:17]=[C:16](S(C)(=O)=O)[N:15]=1. The catalyst is O1CCOCC1. The product is [F:1][CH:2]([F:11])[O:3][C:4]1[CH:10]=[CH:9][C:7]([NH:8][C:16]2[N:15]=[C:14]([O:13][CH3:12])[C:19]([C:20]([O:22][CH2:23][CH3:24])=[O:21])=[CH:18][N:17]=2)=[CH:6][CH:5]=1. The yield is 0.710. (8) The reactants are C[O:2][C:3]([C:5]1[C:13]([NH:14][C:15]2[CH:20]=[CH:19][C:18]([Br:21])=[CH:17][C:16]=2[CH3:22])=[C:12]([F:23])[C:8]2[NH:9][CH:10]=[N:11][C:7]=2[CH:6]=1)=O.O.[NH2:25][NH2:26]. The catalyst is CCO. The product is [Br:21][C:18]1[CH:19]=[CH:20][C:15]([NH:14][C:13]2[C:5]([C:3]([NH:25][NH2:26])=[O:2])=[CH:6][C:7]3[NH:11][CH:10]=[N:9][C:8]=3[C:12]=2[F:23])=[C:16]([CH3:22])[CH:17]=1. The yield is 0.810.